Task: Predict the reactants needed to synthesize the given product.. Dataset: Full USPTO retrosynthesis dataset with 1.9M reactions from patents (1976-2016) (1) Given the product [C:1]([O:5][C:6](=[O:36])[NH:7][C:8]1([C:12]2[CH:13]=[CH:14][C:15]([C:38]3[C:47](=[O:48])[C:46]4[C:41](=[C:42]([O:52][CH3:53])[C:43]([N+:49]([O-:51])=[O:50])=[CH:44][CH:45]=4)[O:40][C:39]=3[C:54]3[CH:59]=[CH:58][CH:57]=[CH:56][CH:55]=3)=[CH:16][CH:17]=2)[CH2:9][CH2:10][CH2:11]1)([CH3:4])([CH3:2])[CH3:3], predict the reactants needed to synthesize it. The reactants are: [C:1]([O:5][C:6](=[O:36])[NH:7][C:8]1([C:12]2[CH:17]=[CH:16][C:15](C3C(=O)C4C(=CC=C(F)C=4)OC=3C3C=CC=CC=3)=[CH:14][CH:13]=2)[CH2:11][CH2:10][CH2:9]1)([CH3:4])([CH3:3])[CH3:2].I[C:38]1[C:47](=[O:48])[C:46]2[C:41](=[C:42]([O:52][CH3:53])[C:43]([N+:49]([O-:51])=[O:50])=[CH:44][CH:45]=2)[O:40][C:39]=1[C:54]1[CH:59]=[CH:58][CH:57]=[CH:56][CH:55]=1. (2) The reactants are: [C:1]([O:5][C:6]1[CH:11]=[C:10]([Cl:12])[C:9]([O:13][C:14]2[CH:19]=[CH:18][C:17]([NH2:20])=[CH:16][CH:15]=2)=[C:8]([Cl:21])[C:7]=1[CH2:22][CH3:23])(=[O:4])[CH2:2][CH3:3].[C:24](Cl)(=[O:28])[CH:25]([CH3:27])[CH3:26]. Given the product [C:1]([O:5][C:6]1[CH:11]=[C:10]([Cl:12])[C:9]([O:13][C:14]2[CH:19]=[CH:18][C:17]([NH:20][C:24](=[O:28])[CH:25]([CH3:27])[CH3:26])=[CH:16][CH:15]=2)=[C:8]([Cl:21])[C:7]=1[CH2:22][CH3:23])(=[O:4])[CH2:2][CH3:3], predict the reactants needed to synthesize it.